From a dataset of Catalyst prediction with 721,799 reactions and 888 catalyst types from USPTO. Predict which catalyst facilitates the given reaction. (1) Reactant: [CH3:1][O:2][CH2:3][O:4][C:5]1[CH:10]=[CH:9][CH:8]=[C:7]([O:11][CH2:12][O:13][CH3:14])[CH:6]=1.[Li]CCCC.[CH2:20](Br)[C:21]1[CH:26]=[CH:25][CH:24]=[CH:23][CH:22]=1. Product: [CH2:20]([C:6]1[C:7]([O:11][CH2:12][O:13][CH3:14])=[CH:8][CH:9]=[CH:10][C:5]=1[O:4][CH2:3][O:2][CH3:1])[C:21]1[CH:26]=[CH:25][CH:24]=[CH:23][CH:22]=1. The catalyst class is: 1. (2) Reactant: [F:1][C:2]1[CH:3]=[CH:4][C:5]2[N:6]([C:8]([N:11]3[CH2:16][CH2:15][N:14]([CH2:17][CH2:18][OH:19])[CH2:13][CH2:12]3)=[N:9][N:10]=2)[CH:7]=1.CCN(CC)CC.FC(F)(F)S(O[Si:33]([CH:40]([CH3:42])[CH3:41])([CH:37]([CH3:39])[CH3:38])[CH:34]([CH3:36])[CH3:35])(=O)=O. Product: [F:1][C:2]1[CH:3]=[CH:4][C:5]2[N:6]([C:8]([N:11]3[CH2:16][CH2:15][N:14]([CH2:17][CH2:18][O:19][Si:33]([CH:40]([CH3:42])[CH3:41])([CH:37]([CH3:39])[CH3:38])[CH:34]([CH3:36])[CH3:35])[CH2:13][CH2:12]3)=[N:9][N:10]=2)[CH:7]=1. The catalyst class is: 34. (3) Reactant: [CH3:1][C:2]1([CH3:29])[CH2:7][CH:6]([NH:8][C:9]2[N:14]=[N:13][C:12]([C:15]3[CH:20]=[CH:19][C:18]([OH:21])=[CH:17][C:16]=3[O:22][C:23]([F:26])([F:25])[F:24])=[CH:11][CH:10]=2)[CH2:5][C:4]([CH3:28])([CH3:27])[NH:3]1.CCN(CC)CC.C1C=CC(N([S:44]([C:47]([F:50])([F:49])[F:48])(=[O:46])=[O:45])[S:44]([C:47]([F:50])([F:49])[F:48])(=[O:46])=[O:45])=CC=1.CN(C=O)C. Product: [F:48][C:47]([F:50])([F:49])[S:44]([O:21][C:18]1[CH:19]=[CH:20][C:15]([C:12]2[N:13]=[N:14][C:9]([NH:8][CH:6]3[CH2:5][C:4]([CH3:28])([CH3:27])[NH:3][C:2]([CH3:29])([CH3:1])[CH2:7]3)=[CH:10][CH:11]=2)=[C:16]([O:22][C:23]([F:26])([F:24])[F:25])[CH:17]=1)(=[O:46])=[O:45]. The catalyst class is: 2. (4) Reactant: FC(F)(F)S(O[C:7]1[CH2:12][CH2:11][N:10]([C:13]([O:15][C:16]([CH3:19])([CH3:18])[CH3:17])=[O:14])[CH2:9][CH:8]=1)(=O)=O.[F:22][C:23]1[CH:28]=[C:27](B2OC(C)(C)C(C)(C)O2)[CH:26]=[CH:25][C:24]=1[NH:38][C:39](=[O:45])[O:40][C:41]([CH3:44])([CH3:43])[CH3:42].N#N.C(=O)([O-])[O-].[Na+].[Na+]. Product: [C:41]([O:40][C:39]([NH:38][C:24]1[CH:25]=[CH:26][C:27]([C:7]2[CH2:12][CH2:11][N:10]([C:13]([O:15][C:16]([CH3:17])([CH3:18])[CH3:19])=[O:14])[CH2:9][CH:8]=2)=[CH:28][C:23]=1[F:22])=[O:45])([CH3:44])([CH3:42])[CH3:43]. The catalyst class is: 658. (5) Reactant: [CH:1]([C:3]1[CH:4]=[C:5](B(O)O)[CH:6]=[CH:7][CH:8]=1)=[O:2].Br[C:13]1[CH:14]=[CH:15][C:16]2[S:20][C:19]([CH3:21])=[N:18][C:17]=2[CH:22]=1.[O-]P([O-])([O-])=O.[K+].[K+].[K+]. Product: [CH3:21][C:19]1[S:20][C:16]2[CH:15]=[CH:14][C:13]([C:5]3[CH:4]=[C:3]([CH:8]=[CH:7][CH:6]=3)[CH:1]=[O:2])=[CH:22][C:17]=2[N:18]=1. The catalyst class is: 128. (6) Reactant: [F:1][C:2]([F:35])([F:34])[O:3][C:4]1[CH:9]=[CH:8][C:7]([CH:10]=[CH:11][C:12]2[O:13][CH:14]=[C:15]([CH2:17][O:18][C:19]3[CH:24]=[CH:23][C:22]([CH2:25][CH2:26][CH2:27][CH2:28][N:29]4[CH:33]=[CH:32][N:31]=[N:30]4)=[CH:21][CH:20]=3)[N:16]=2)=[CH:6][CH:5]=1.[C:36]1([CH3:46])[CH:41]=[CH:40][C:39]([S:42]([OH:45])(=[O:44])=[O:43])=[CH:38][CH:37]=1. Product: [C:36]1([CH3:46])[CH:37]=[CH:38][C:39]([S:42]([O-:45])(=[O:43])=[O:44])=[CH:40][CH:41]=1.[F:34][C:2]([F:1])([F:35])[O:3][C:4]1[CH:9]=[CH:8][C:7]([CH:10]=[CH:11][C:12]2[O:13][CH:14]=[C:15]([CH2:17][O:18][C:19]3[CH:24]=[CH:23][C:22]([CH2:25][CH2:26][CH2:27][CH2:28][NH+:29]4[CH:33]=[CH:32][N:31]=[N:30]4)=[CH:21][CH:20]=3)[N:16]=2)=[CH:6][CH:5]=1. The catalyst class is: 14. (7) The catalyst class is: 60. Reactant: Br[C:2]1[CH:7]=[N:6][CH:5]=[C:4]([Br:8])[N:3]=1.[CH3:9][O:10][C:11]1[CH:16]=[CH:15][C:14]([CH2:17][NH2:18])=[CH:13][CH:12]=1.CN1CCOCC1.O. Product: [Br:8][C:4]1[N:3]=[C:2]([NH:18][CH2:17][C:14]2[CH:15]=[CH:16][C:11]([O:10][CH3:9])=[CH:12][CH:13]=2)[CH:7]=[N:6][CH:5]=1. (8) Reactant: [Cl:1][C:2]1[C:7]([O:8]C)=[CH:6][C:5]([NH:10][C:11]2[C:20]3[C:15](=[CH:16][C:17]([O:23][CH2:24][CH:25]4[CH2:30][CH2:29][N:28]([CH3:31])[CH2:27][CH2:26]4)=[C:18]([O:21][CH3:22])[CH:19]=3)[N:14]=[CH:13][N:12]=2)=[C:4]([O:32]C)[CH:3]=1.C(Cl)(Cl)Cl.C(=O)(O)[O-].[Na+]. The catalyst class is: 47. Product: [Cl:1][C:2]1[C:7]([CH:6]=[C:5]([NH:10][C:11]2[C:20]3[C:15](=[CH:16][C:17]([O:23][CH2:24][CH:25]4[CH2:30][CH2:29][N:28]([CH3:31])[CH2:27][CH2:26]4)=[C:18]([O:21][CH3:22])[CH:19]=3)[N:14]=[CH:13][N:12]=2)[C:4](=[O:32])[CH:3]=1)=[O:8].